Dataset: Peptide-MHC class II binding affinity with 134,281 pairs from IEDB. Task: Regression. Given a peptide amino acid sequence and an MHC pseudo amino acid sequence, predict their binding affinity value. This is MHC class II binding data. (1) The peptide sequence is QLALHKMKSSDAREE. The MHC is DRB1_0701 with pseudo-sequence DRB1_0701. The binding affinity (normalized) is 0.413. (2) The peptide sequence is KKCDESVLTRLEAWLTE. The MHC is DRB1_1301 with pseudo-sequence DRB1_1301. The binding affinity (normalized) is 0.523. (3) The peptide sequence is EAKYDAYVATLSEALRIIAG. The MHC is HLA-DQA10102-DQB10602 with pseudo-sequence HLA-DQA10102-DQB10602. The binding affinity (normalized) is 0.757. (4) The peptide sequence is GELQIVDKIFAAFKI. The MHC is DRB3_0101 with pseudo-sequence DRB3_0101. The binding affinity (normalized) is 0.574. (5) The peptide sequence is IEDVQTDIPSEPWNT. The MHC is HLA-DQA10501-DQB10402 with pseudo-sequence HLA-DQA10501-DQB10402. The binding affinity (normalized) is 0.393. (6) The peptide sequence is EKKYFAATQKEPLAA. The MHC is HLA-DPA10103-DPB10601 with pseudo-sequence HLA-DPA10103-DPB10601. The binding affinity (normalized) is 0.380. (7) The peptide sequence is RCALHWFPGSHLLHV. The MHC is HLA-DPA10201-DPB10101 with pseudo-sequence HLA-DPA10201-DPB10101. The binding affinity (normalized) is 0.532. (8) The MHC is DRB1_1101 with pseudo-sequence DRB1_1101. The peptide sequence is GFKAALAAAAGVQPADKYRT. The binding affinity (normalized) is 0.515. (9) The MHC is HLA-DPA10301-DPB10402 with pseudo-sequence HLA-DPA10301-DPB10402. The peptide sequence is EKKYFAATQFEPLAC. The binding affinity (normalized) is 0.948. (10) The peptide sequence is GKTRRILPQIIKEAINRR. The MHC is DRB3_0101 with pseudo-sequence DRB3_0101. The binding affinity (normalized) is 0.